Task: Predict which catalyst facilitates the given reaction.. Dataset: Catalyst prediction with 721,799 reactions and 888 catalyst types from USPTO Reactant: [CH2:1]([N:3]([CH3:6])[CH:4]=O)[CH3:2].[C:7]([C:11]1[CH:12]=[C:13]([CH:23]=[CH:24][CH:25]=1)[O:14][C:15]1[N:20]=[CH:19][C:18]([NH2:21])=[CH:17][C:16]=1[CH3:22])([CH3:10])([CH3:9])[CH3:8].[OH-].[Na+]. Product: [C:7]([C:11]1[CH:12]=[C:13]([CH:23]=[CH:24][CH:25]=1)[O:14][C:15]1[N:20]=[CH:19][C:18]([N:21]=[CH:4][N:3]([CH2:1][CH3:2])[CH3:6])=[CH:17][C:16]=1[CH3:22])([CH3:10])([CH3:8])[CH3:9]. The catalyst class is: 4.